The task is: Predict the reaction yield, written as a fraction of the theoretical maximum amount of product (1.0 means a 100% yield; for example, 0.34 means a 34% yield).. This data is from Reaction yield outcomes from USPTO patents with 853,638 reactions. (1) The reactants are Cl.[O:2]1[CH2:7][CH2:6][N:5]([CH2:8][CH2:9][O:10][C:11]2[CH:19]=[C:18]3[C:14]([C:15]([C:27]4[CH:32]=[C:31]([F:33])[CH:30]=[C:29]([F:34])[CH:28]=4)=[C:16](C4C=NC=CC=4)[C:17]3=[O:20])=[CH:13][CH:12]=2)[CH2:4][CH2:3]1.O1CCN(CCOC2C=C3C(C(C4C=CC=CC=4)=C(Br)C3=O)=CC=2)CC1.[F:61][C:62]([F:73])([F:72])[C:63]1[CH:68]=[CH:67][C:66](B(O)O)=[CH:65][CH:64]=1. No catalyst specified. The product is [O:2]1[CH2:3][CH2:4][N:5]([CH2:8][CH2:9][O:10][C:11]2[CH:19]=[C:18]3[C:14]([C:15]([C:27]4[CH:28]=[C:29]([F:34])[CH:30]=[C:31]([F:33])[CH:32]=4)=[C:16]([C:66]4[CH:67]=[CH:68][C:63]([C:62]([F:73])([F:72])[F:61])=[CH:64][CH:65]=4)[C:17]3=[O:20])=[CH:13][CH:12]=2)[CH2:6][CH2:7]1. The yield is 0.550. (2) The reactants are [F:1][C:2]1[CH:3]=[C:4]([CH:11]([CH2:15][CH:16]([CH3:18])[CH3:17])[C:12]([OH:14])=[O:13])[CH:5]=[CH:6][C:7]=1[N+:8]([O-:10])=[O:9].OS(O)(=O)=O.[CH3:24][CH2:25]O. The product is [CH2:24]([O:13][C:12](=[O:14])[CH:11]([C:4]1[CH:5]=[CH:6][C:7]([N+:8]([O-:10])=[O:9])=[C:2]([F:1])[CH:3]=1)[CH2:15][CH:16]([CH3:18])[CH3:17])[CH3:25]. No catalyst specified. The yield is 0.970. (3) The reactants are [CH2:1]([O:8][C:9]1[CH:14]=[CH:13][CH:12]=[C:11]([O:15][CH2:16][C:17]2[CH:22]=[CH:21][CH:20]=[CH:19][CH:18]=2)[C:10]=1[C:23](=O)[CH3:24])[C:2]1[CH:7]=[CH:6][CH:5]=[CH:4][CH:3]=1.[CH:26]([CH:28]1[CH2:33][CH2:32][CH2:31][N:30]([C:34]([O:36][C:37]([CH3:40])([CH3:39])[CH3:38])=[O:35])[CH2:29]1)=O.[C:41]([O:45][C:46](=[O:50])[CH2:47][C:48]#[N:49])([CH3:44])([CH3:43])[CH3:42].C([O-])(=O)C.[NH4+:55]. The catalyst is COCCOC. The product is [NH2:49][C:48]1[N:55]=[C:23]([C:10]2[C:9]([O:8][CH2:1][C:2]3[CH:7]=[CH:6][CH:5]=[CH:4][CH:3]=3)=[CH:14][CH:13]=[CH:12][C:11]=2[O:15][CH2:16][C:17]2[CH:22]=[CH:21][CH:20]=[CH:19][CH:18]=2)[CH:24]=[C:26]([CH:28]2[CH2:33][CH2:32][CH2:31][N:30]([C:34]([O:36][C:37]([CH3:40])([CH3:39])[CH3:38])=[O:35])[CH2:29]2)[C:47]=1[C:46]([O:45][C:41]([CH3:44])([CH3:43])[CH3:42])=[O:50]. The yield is 0.160. (4) The reactants are Cl.Cl.[Cl:3][C:4]1[CH:9]=[CH:8][C:7]([N:10]2[CH2:15][CH2:14][NH:13][CH2:12][CH2:11]2)=[CH:6][C:5]=1[O:16][CH3:17].O.C([O-])([O-])=O.[K+].[K+].[Cl:25][CH2:26][C:27](Cl)=[O:28]. The catalyst is C(Cl)Cl. The product is [Cl:25][CH2:26][C:27]([N:13]1[CH2:12][CH2:11][N:10]([C:7]2[CH:8]=[CH:9][C:4]([Cl:3])=[C:5]([O:16][CH3:17])[CH:6]=2)[CH2:15][CH2:14]1)=[O:28]. The yield is 0.920.